This data is from Reaction yield outcomes from USPTO patents with 853,638 reactions. The task is: Predict the reaction yield, written as a fraction of the theoretical maximum amount of product (1.0 means a 100% yield; for example, 0.34 means a 34% yield). (1) The reactants are [CH:1]([O:4][C:5]1[CH:13]=[CH:12][C:11]([S:14]([CH3:17])(=[O:16])=[O:15])=[CH:10][C:6]=1[C:7]([OH:9])=O)([CH3:3])[CH3:2].[C:18]1([C:24]2[N:28]=[C:27]([N:29]3[CH2:34][CH2:33][NH:32][CH2:31][CH2:30]3)[S:26][N:25]=2)[CH:23]=[CH:22][CH:21]=[CH:20][CH:19]=1. No catalyst specified. The product is [CH:1]([O:4][C:5]1[CH:13]=[CH:12][C:11]([S:14]([CH3:17])(=[O:16])=[O:15])=[CH:10][C:6]=1[C:7]([N:32]1[CH2:33][CH2:34][N:29]([C:27]2[S:26][N:25]=[C:24]([C:18]3[CH:23]=[CH:22][CH:21]=[CH:20][CH:19]=3)[N:28]=2)[CH2:30][CH2:31]1)=[O:9])([CH3:2])[CH3:3]. The yield is 0.690. (2) The reactants are COC1C=CC(C[N:8](CC2C=CC(OC)=CC=2)[C:9]2[N:14]=[C:13]([O:15][CH2:16][CH3:17])[C:12]([S:18][C:19]3[N:24]=[C:23]([NH:25][C:26](=[O:28])[CH3:27])[CH:22]=[C:21]([NH:29][C:30](=[O:32])[CH3:31])[N:20]=3)=[C:11]([O:33][CH2:34][CH3:35])[N:10]=2)=CC=1. The catalyst is C(O)(C(F)(F)F)=O.C(Cl)(Cl)Cl. The product is [NH2:8][C:9]1[N:10]=[C:11]([O:33][CH2:34][CH3:35])[C:12]([S:18][C:19]2[N:24]=[C:23]([NH:25][C:26](=[O:28])[CH3:27])[CH:22]=[C:21]([NH:29][C:30](=[O:32])[CH3:31])[N:20]=2)=[C:13]([O:15][CH2:16][CH3:17])[N:14]=1. The yield is 0.920. (3) The reactants are Br[CH2:2][C:3]1[CH:12]=[CH:11][C:10]2[C:5](=[CH:6][CH:7]=[CH:8][CH:9]=2)[CH:4]=1.[NH2:13][C:14]1[CH:23]=[CH:22][C:21]2[C:20]([OH:24])=[CH:19][CH:18]=[CH:17][C:16]=2[CH:15]=1.[H-].[Na+]. The catalyst is CN(C)C=O. The product is [NH2:13][C:14]1[CH:23]=[CH:22][C:21]2[C:16](=[CH:17][CH:18]=[CH:19][C:20]=2[O:24][CH2:2][C:3]2[CH:12]=[CH:11][C:10]3[C:5](=[CH:6][CH:7]=[CH:8][CH:9]=3)[CH:4]=2)[CH:15]=1. The yield is 0.300. (4) The reactants are [F:1][C:2]([F:22])([F:21])[C:3]1[CH:20]=[CH:19][C:6]([O:7][C:8]2[CH:13]=[CH:12][C:11]([NH:14][S:15]([CH3:18])(=[O:17])=[O:16])=[CH:10][CH:9]=2)=[CH:5][CH:4]=1.C([O-])([O-])=O.[K+].[K+].[C:29]([O:34][CH3:35])(=[O:33])[C@@H:30]1[O:32][CH2:31]1.CCOCC.O. The catalyst is [Cl-].C([N+](CC)(CC)CC)C1C=CC=CC=1.O1CCOCC1. The product is [OH:32][C@@H:30]([C:29]([O:34][CH3:35])=[O:33])[CH2:31][N:14]([C:11]1[CH:12]=[CH:13][C:8]([O:7][C:6]2[CH:19]=[CH:20][C:3]([C:2]([F:1])([F:21])[F:22])=[CH:4][CH:5]=2)=[CH:9][CH:10]=1)[S:15]([CH3:18])(=[O:16])=[O:17]. The yield is 0.830. (5) The reactants are [C:1]([CH:8]([C@H:12]([C:15]1[CH:20]=[CH:19][C:18]([Cl:21])=[C:17]([C:22]2[CH:27]=[CH:26][CH:25]=[C:24]([C:28]#[N:29])[CH:23]=2)[CH:16]=1)[CH2:13][NH2:14])C(O)=O)(OC(C)(C)C)=[O:2].B.O1CCCC1. The catalyst is O1CCCC1. The product is [ClH:21].[NH2:14][CH2:13][C@@H:12]([C:15]1[CH:20]=[CH:19][C:18]([Cl:21])=[C:17]([C:22]2[CH:23]=[C:24]([C:28]#[N:29])[CH:25]=[CH:26][CH:27]=2)[CH:16]=1)[CH2:8][CH2:1][OH:2]. The yield is 0.100. (6) The reactants are [CH3:1][O:2][C:3]([C:5]1[C:10]([Br:11])=[C:9]([NH:12]CC2C=CC(OC)=CC=2OC)[CH:8]=[C:7]([Cl:24])[N:6]=1)=[O:4]. The catalyst is Cl. The product is [CH3:1][O:2][C:3]([C:5]1[C:10]([Br:11])=[C:9]([NH2:12])[CH:8]=[C:7]([Cl:24])[N:6]=1)=[O:4]. The yield is 0.800. (7) The reactants are [Cl:1][C:2]1[CH:7]=[CH:6][C:5]([C:8]2[C:14]3[CH:15]=[C:16]([O:19][CH3:20])[CH:17]=[CH:18][C:13]=3[N:12]3[C:21]([CH3:24])=[N:22][N:23]=[C:11]3[C@H:10]([CH2:25][C:26]([O:28]C)=[O:27])[N:9]=2)=[CH:4][CH:3]=1.[OH-].[Na+]. The catalyst is C1COCC1. The product is [Cl:1][C:2]1[CH:7]=[CH:6][C:5]([C:8]2[C:14]3[CH:15]=[C:16]([O:19][CH3:20])[CH:17]=[CH:18][C:13]=3[N:12]3[C:21]([CH3:24])=[N:22][N:23]=[C:11]3[C@H:10]([CH2:25][C:26]([OH:28])=[O:27])[N:9]=2)=[CH:4][CH:3]=1. The yield is 0.980. (8) The reactants are [NH2:1][C:2]1[C:10]2[N:9]=[N:8][NH:7][C:6]=2[CH:5]=[CH:4][CH:3]=1.[H-].[Na+].Cl[C:14]1[CH:19]=[CH:18][N:17]=[C:16]([S:20][CH3:21])[N:15]=1. The catalyst is CN(C=O)C. The product is [CH3:21][S:20][C:16]1[N:17]=[C:18]([N:7]2[C:6]3[CH:5]=[CH:4][CH:3]=[C:2]([NH2:1])[C:10]=3[N:9]=[N:8]2)[CH:19]=[CH:14][N:15]=1. The yield is 0.780. (9) The reactants are [CH3:1][C@@H:2]([C:15]([OH:17])=[O:16])[C:3]1[CH:8]=[CH:7][C:6]2[CH:9]=[C:10]([O:13][CH3:14])[CH:11]=[CH:12][C:5]=2[CH:4]=1.[CH3:18][N:19]([CH2:21][C@@H:22]1[C@@:27]([OH:36])([C:28]2[CH:33]=[CH:32][CH:31]=[C:30]([O:34][CH3:35])[CH:29]=2)[CH2:26][CH2:25][CH2:24][CH2:23]1)[CH3:20]. The catalyst is CO. The product is [CH3:20][N:19]([CH2:21][C@@H:22]1[C@@:27]([OH:36])([C:28]2[CH:33]=[CH:32][CH:31]=[C:30]([O:34][CH3:35])[CH:29]=2)[CH2:26][CH2:25][CH2:24][CH2:23]1)[CH3:18].[CH3:1][C@@H:2]([C:15]([OH:17])=[O:16])[C:3]1[CH:8]=[CH:7][C:6]2[CH:9]=[C:10]([O:13][CH3:14])[CH:11]=[CH:12][C:5]=2[CH:4]=1. The yield is 0.420.